From a dataset of Catalyst prediction with 721,799 reactions and 888 catalyst types from USPTO. Predict which catalyst facilitates the given reaction. (1) Reactant: [CH3:1][C:2]1[S:3][C:4]([C:17]2[CH:22]=[CH:21][CH:20]=[CH:19][CH:18]=2)=[C:5]([C:7]([N:9]2[CH2:14][C@@H:13]3[C@@H:11]([CH2:12]3)[C@H:10]2[CH2:15][OH:16])=[O:8])[N:6]=1.[H-].[Na+].[F:25][C:26]1[CH:33]=[CH:32][C:29]([CH2:30]Br)=[CH:28][CH:27]=1. Product: [F:25][C:26]1[CH:33]=[CH:32][C:29]([CH2:30][O:16][CH2:15][C@H:10]2[N:9]([C:7]([C:5]3[N:6]=[C:2]([CH3:1])[S:3][C:4]=3[C:17]3[CH:22]=[CH:21][CH:20]=[CH:19][CH:18]=3)=[O:8])[CH2:14][C@@H:13]3[C@H:11]2[CH2:12]3)=[CH:28][CH:27]=1. The catalyst class is: 1. (2) Reactant: S(Cl)([Cl:3])=O.[I:5][C:6]1[CH:7]=[C:8]([CH:12]=[CH:13][C:14]=1[CH3:15])[C:9](O)=[O:10]. Product: [I:5][C:6]1[CH:7]=[C:8]([CH:12]=[CH:13][C:14]=1[CH3:15])[C:9]([Cl:3])=[O:10]. The catalyst class is: 22. (3) Reactant: [CH2:1]([O:3][CH:4]([C:11]1[CH:16]=[CH:15][C:14]([OH:17])=[CH:13][CH:12]=1)[CH2:5][C:6]([O:8][CH2:9][CH3:10])=[O:7])[CH3:2].[CH:18]([O:21][C:22]1[CH:23]=[C:24]([CH:27]=[CH:28][CH:29]=1)[CH2:25]O)([CH3:20])[CH3:19].C1(P(C2C=CC=CC=2)C2C=CC=CC=2)C=CC=CC=1.C1(C)C=CC=CC=1.N(C(OCC)=O)=NC(OCC)=O. Product: [CH2:1]([O:3][CH:4]([C:11]1[CH:12]=[CH:13][C:14]([O:17][CH2:25][C:24]2[CH:27]=[CH:28][CH:29]=[C:22]([O:21][CH:18]([CH3:20])[CH3:19])[CH:23]=2)=[CH:15][CH:16]=1)[CH2:5][C:6]([O:8][CH2:9][CH3:10])=[O:7])[CH3:2]. The catalyst class is: 7.